Dataset: Full USPTO retrosynthesis dataset with 1.9M reactions from patents (1976-2016). Task: Predict the reactants needed to synthesize the given product. (1) Given the product [CH3:11][C:9]1[N:10]=[C:5]2[C:4]([NH2:26])=[CH:3][C:2]([N:14]3[CH:18]=[CH:17][CH:16]=[N:15]3)=[CH:7][N:6]2[C:8]=1[CH3:12], predict the reactants needed to synthesize it. The reactants are: Br[C:2]1[CH:3]=[C:4](Br)[C:5]2[N:6]([C:8]([CH3:12])=[C:9]([CH3:11])[N:10]=2)[CH:7]=1.[NH:14]1[CH:18]=[CH:17][CH:16]=[N:15]1.C(=O)([O-])[O-].[K+].[K+].C[N:26]1CCCC1. (2) Given the product [F:1][CH2:2][CH:3]([N:5]1[C:13]2[C:8](=[CH:9][CH:10]=[CH:11][CH:12]=2)[CH2:7][C:6]1=[O:15])[CH3:4], predict the reactants needed to synthesize it. The reactants are: [F:1][CH2:2][CH:3]([N:5]1[C:13]2[C:8](=[CH:9][CH:10]=[CH:11][CH:12]=2)[C:7](=O)[C:6]1=[O:15])[CH3:4]. (3) The reactants are: Cl[C:2]1[CH:7]=[CH:6][NH:5][C:4](=[O:8])[C:3]=1[N+:9]([O-:11])=[O:10].Cl.[CH:13]1([CH:16]([NH2:19])[CH2:17][CH3:18])[CH2:15][CH2:14]1.C(N(CC)C(C)C)(C)C. Given the product [CH:13]1([CH:16]([NH:19][C:2]2[CH:7]=[CH:6][NH:5][C:4](=[O:8])[C:3]=2[N+:9]([O-:11])=[O:10])[CH2:17][CH3:18])[CH2:15][CH2:14]1, predict the reactants needed to synthesize it.